This data is from Catalyst prediction with 721,799 reactions and 888 catalyst types from USPTO. The task is: Predict which catalyst facilitates the given reaction. (1) Reactant: S(=O)(=O)(O)O.Cl.[Cl:7][C:8]1[CH:13]=[CH:12][C:11]([NH:14]N)=[CH:10][C:9]=1[F:16].[CH3:17][N:18]1[CH2:23][CH2:22][CH2:21][CH2:20][C:19]1=O. Product: [Cl:7][C:8]1[C:9]([F:16])=[CH:10][C:11]2[NH:14][C:21]3[CH2:22][CH2:23][N:18]([CH3:17])[CH2:19][C:20]=3[C:12]=2[CH:13]=1. The catalyst class is: 12. (2) Reactant: Cl[C:2]1[N:7]=[C:6]([NH:8][C:9]2[CH:14]=[CH:13][C:12]([C:15]3([NH:19][C:20](=[O:26])[O:21][C:22]([CH3:25])([CH3:24])[CH3:23])[CH2:18][CH2:17][CH2:16]3)=[CH:11][CH:10]=2)[C:5]([N+:27]([O-:29])=[O:28])=[CH:4][CH:3]=1.[CH3:30][N:31]([CH3:55])[C:32]([CH:34]1[CH2:39][CH2:38][N:37]([C:40]2[CH:45]=[CH:44][CH:43]=[C:42](B3OC(C)(C)C(C)(C)O3)[CH:41]=2)[CH2:36][CH2:35]1)=[O:33]. Product: [CH3:30][N:31]([CH3:55])[C:32]([CH:34]1[CH2:35][CH2:36][N:37]([C:40]2[CH:41]=[C:42]([C:2]3[N:7]=[C:6]([NH:8][C:9]4[CH:14]=[CH:13][C:12]([C:15]5([NH:19][C:20](=[O:26])[O:21][C:22]([CH3:23])([CH3:24])[CH3:25])[CH2:18][CH2:17][CH2:16]5)=[CH:11][CH:10]=4)[C:5]([N+:27]([O-:29])=[O:28])=[CH:4][CH:3]=3)[CH:43]=[CH:44][CH:45]=2)[CH2:38][CH2:39]1)=[O:33]. The catalyst class is: 780.